Dataset: KCNQ2 potassium channel screen with 302,405 compounds. Task: Binary Classification. Given a drug SMILES string, predict its activity (active/inactive) in a high-throughput screening assay against a specified biological target. (1) The compound is Clc1cc(CCNC(=O)Cc2ccccc2)ccc1. The result is 1 (active). (2) The drug is S(=O)(=O)(Nc1c(CC)cccc1)c1cc2NC(=O)CC(=O)Nc2cc1. The result is 0 (inactive). (3) The molecule is Clc1c(S(=O)(=O)N(C)C)cc(NC(=O)COC(=O)c2[nH]c(c(c2C)C(=O)C)C)cc1. The result is 0 (inactive). (4) The compound is S1(=O)(=O)N(CC(=O)c2c(n(c(c2)C)c2ccccc2)C)C(=O)c2c1cccc2. The result is 0 (inactive).